Dataset: Reaction yield outcomes from USPTO patents with 853,638 reactions. Task: Predict the reaction yield, written as a fraction of the theoretical maximum amount of product (1.0 means a 100% yield; for example, 0.34 means a 34% yield). (1) The reactants are O1CCCC1.[F:6][C:7]1[N:12]=[C:11]([O:13][CH2:14][C:15]2[CH:20]=[CH:19][C:18]([CH2:21][C:22](Cl)=[N:23][OH:24])=[CH:17][CH:16]=2)[CH:10]=[CH:9][CH:8]=1.[C:26]([C:28]1[C:29]([NH2:34])=[N:30][CH:31]=[CH:32][CH:33]=1)#[CH:27].C(N(CC)CC)C. The catalyst is O. The product is [F:6][C:7]1[N:12]=[C:11]([O:13][CH2:14][C:15]2[CH:20]=[CH:19][C:18]([CH2:21][C:22]3[CH:27]=[C:26]([C:28]4[C:29]([NH2:34])=[N:30][CH:31]=[CH:32][CH:33]=4)[O:24][N:23]=3)=[CH:17][CH:16]=2)[CH:10]=[CH:9][CH:8]=1. The yield is 0.230. (2) The reactants are [CH2:1]([O:3][C:4]([C@H:6]1[CH2:11][C:10](=[O:12])[CH2:9][CH2:8][N:7]1[C@H:13]([C:15]1[CH:20]=[CH:19][CH:18]=[CH:17][CH:16]=1)[CH3:14])=[O:5])[CH3:2].[CH2:21](O)[CH2:22][OH:23].C1(C)C=CC(S(O)(=O)=O)=CC=1. The catalyst is C1(C)C=CC=CC=1. The product is [CH2:1]([O:3][C:4]([C@@H:6]1[N:7]([C@H:13]([C:15]2[CH:16]=[CH:17][CH:18]=[CH:19][CH:20]=2)[CH3:14])[CH2:8][CH2:9][C:10]2([O:23][CH2:22][CH2:21][O:12]2)[CH2:11]1)=[O:5])[CH3:2]. The yield is 0.710. (3) The reactants are [CH3:1][P:2](=[O:7])([O:5][CH3:6])[O:3][CH3:4].C([Li])CCC.[F:13][C:14]([F:24])([CH2:20][CH2:21][CH2:22][CH3:23])[C:15](OCC)=[O:16].OS(O)(=O)=O. The catalyst is O1CCCC1.CCCCC. The product is [CH3:4][O:3][P:2]([CH2:1][C:15](=[O:16])[C:14]([F:24])([F:13])[CH2:20][CH2:21][CH2:22][CH3:23])(=[O:7])[O:5][CH3:6]. The yield is 0.440.